The task is: Predict the reaction yield, written as a fraction of the theoretical maximum amount of product (1.0 means a 100% yield; for example, 0.34 means a 34% yield).. This data is from Reaction yield outcomes from USPTO patents with 853,638 reactions. (1) The reactants are [N:1]1([C:7]([C:9]2[N:10]([CH2:21][C:22]([F:25])([F:24])[F:23])[C:11]3[C:16]([CH:17]=2)=[CH:15][C:14]([C:18](O)=[O:19])=[CH:13][CH:12]=3)=[O:8])[CH2:6][CH2:5][O:4][CH2:3][CH2:2]1.[CH:26]1([N:32]2[CH2:37][CH2:36][NH:35][CH2:34][CH2:33]2)[CH2:31][CH2:30][CH2:29][CH2:28][CH2:27]1. No catalyst specified. The product is [CH:26]1([N:32]2[CH2:37][CH2:36][N:35]([C:18]([C:14]3[CH:15]=[C:16]4[C:11](=[CH:12][CH:13]=3)[N:10]([CH2:21][C:22]([F:24])([F:23])[F:25])[C:9]([C:7]([N:1]3[CH2:6][CH2:5][O:4][CH2:3][CH2:2]3)=[O:8])=[CH:17]4)=[O:19])[CH2:34][CH2:33]2)[CH2:31][CH2:30][CH2:29][CH2:28][CH2:27]1. The yield is 0.650. (2) The reactants are [CH3:1][C:2]1[CH:7]=[CH:6][C:5]([S:8]([NH:11][C@H:12]([C:23]([NH:25][CH2:26][CH2:27][CH2:28][CH2:29][C@H:30]([N:34]([S:39]([C:42]2[CH:47]=[CH:46][C:45]([CH3:48])=[CH:44][CH:43]=2)(=[O:41])=[O:40])[CH2:35][CH:36]([CH3:38])[CH3:37])[C:31]([OH:33])=[O:32])=[O:24])[CH2:13][C:14]2[C:22]3[C:17](=[CH:18][CH:19]=[CH:20][CH:21]=3)[NH:16][CH:15]=2)(=[O:10])=[O:9])=[CH:4][CH:3]=1.[OH:49][CH2:50][CH:51]([CH2:53]O)[OH:52].C(Cl)CCl. The catalyst is CN(C=O)C.C(O)(=O)CC(CC(O)=O)(C(O)=O)O. The product is [CH3:1][C:2]1[CH:7]=[CH:6][C:5]([S:8]([NH:11][C@H:12]([C:23]([NH:25][CH2:26][CH2:27][CH2:28][CH2:29][C@H:30]([N:34]([S:39]([C:42]2[CH:43]=[CH:44][C:45]([CH3:48])=[CH:46][CH:47]=2)(=[O:41])=[O:40])[CH2:35][CH:36]([CH3:38])[CH3:37])[C:31]([O:33][CH2:53][CH:51]([OH:52])[CH2:50][OH:49])=[O:32])=[O:24])[CH2:13][C:14]2[C:22]3[C:17](=[CH:18][CH:19]=[CH:20][CH:21]=3)[NH:16][CH:15]=2)(=[O:9])=[O:10])=[CH:4][CH:3]=1. The yield is 0.400.